Predict which catalyst facilitates the given reaction. From a dataset of Catalyst prediction with 721,799 reactions and 888 catalyst types from USPTO. (1) Reactant: [Si](Cl)(C)(C)C.Br[C:7]([F:14])([F:13])[C:8]([O:10][CH2:11][CH3:12])=[O:9].[CH2:15]([O:17][C:18](=[O:39])[CH2:19][CH2:20][N:21]([CH2:29]N1C2C=CC=CC=2N=N1)[CH2:22][C:23]1[CH:28]=[CH:27][CH:26]=[CH:25][CH:24]=1)[CH3:16].C([O-])(O)=O.[Na+]. Product: [CH2:22]([N:21]([CH2:20][CH2:19][C:18]([O:17][CH2:15][CH3:16])=[O:39])[CH2:29][C:7]([F:14])([F:13])[C:8]([O:10][CH2:11][CH3:12])=[O:9])[C:23]1[CH:28]=[CH:27][CH:26]=[CH:25][CH:24]=1. The catalyst class is: 324. (2) Reactant: [F:1][C:2]([F:15])([F:14])[O:3][C:4]1[CH:9]=[CH:8][C:7]([CH:10](O)[CH2:11][CH3:12])=[CH:6][CH:5]=1.C(Br)(Br)(Br)[Br:17].C1C=CC(P(C2C=CC=CC=2)C2C=CC=CC=2)=CC=1. Product: [Br:17][CH:10]([C:7]1[CH:8]=[CH:9][C:4]([O:3][C:2]([F:15])([F:14])[F:1])=[CH:5][CH:6]=1)[CH2:11][CH3:12]. The catalyst class is: 2. (3) Reactant: [C:1]([N:4]1[C:13]2[C:8](=[CH:9][CH:10]=[CH:11][CH:12]=2)[N:7]([CH2:14][CH:15]=O)[C:6](=[O:17])[CH2:5]1)(=[O:3])[CH3:2].[C:18]([O:22][C:23](=[O:42])[N:24]([CH2:31][C:32]1[CH:41]=[CH:40][C:35]2[O:36][CH2:37][CH2:38][O:39][C:34]=2[CH:33]=1)[CH:25]1[CH2:30][CH2:29][NH:28][CH2:27][CH2:26]1)([CH3:21])([CH3:20])[CH3:19].C(O[BH-](OC(=O)C)OC(=O)C)(=O)C.[Na+].C(=O)([O-])O.[Na+]. Product: [C:18]([O:22][C:23](=[O:42])[N:24]([CH2:31][C:32]1[CH:41]=[CH:40][C:35]2[O:36][CH2:37][CH2:38][O:39][C:34]=2[CH:33]=1)[CH:25]1[CH2:30][CH2:29][N:28]([CH2:15][CH2:14][N:7]2[C:8]3[C:13](=[CH:12][CH:11]=[CH:10][CH:9]=3)[N:4]([C:1](=[O:3])[CH3:2])[CH2:5][C:6]2=[O:17])[CH2:27][CH2:26]1)([CH3:21])([CH3:19])[CH3:20]. The catalyst class is: 671. (4) Reactant: Cl[C:2]1[N:7]=[CH:6][N:5]=[C:4]([NH:8][C:9]2[CH:10]=[C:11]([CH:16]=[CH:17][C:18]=2[CH3:19])[C:12]([NH:14][CH3:15])=[O:13])[CH:3]=1.Cl.[CH3:21][NH:22][CH2:23][C:24]([CH3:27])([CH3:26])[CH3:25].CCN(C(C)C)C(C)C. Product: [CH3:25][C:24]([CH3:27])([CH3:26])[CH2:23][N:22]([CH3:21])[C:2]1[N:7]=[CH:6][N:5]=[C:4]([NH:8][C:9]2[CH:10]=[C:11]([CH:16]=[CH:17][C:18]=2[CH3:19])[C:12]([NH:14][CH3:15])=[O:13])[CH:3]=1. The catalyst class is: 16. (5) Reactant: FC(F)(F)C(O)=O.[CH2:8]([O:10][C:11](=[O:16])[CH:12]([F:15])[CH2:13][NH2:14])[CH3:9].Br[CH2:18][C:19]([N:21]1[C:29]2[C:24](=[CH:25][C:26]([O:30][CH2:31][C:32]3[S:33][C:34]([C:43]([F:46])([F:45])[F:44])=[C:35]([C:37]4[CH:42]=[CH:41][CH:40]=[CH:39][CH:38]=4)[CH:36]=3)=[CH:27][CH:28]=2)[CH2:23][CH2:22]1)=[O:20].CCN(C(C)C)C(C)C. Product: [CH2:8]([O:10][C:11](=[O:16])[CH:12]([F:15])[CH2:13][NH:14][CH2:18][C:19](=[O:20])[N:21]1[C:29]2[C:24](=[CH:25][C:26]([O:30][CH2:31][C:32]3[S:33][C:34]([C:43]([F:46])([F:44])[F:45])=[C:35]([C:37]4[CH:42]=[CH:41][CH:40]=[CH:39][CH:38]=4)[CH:36]=3)=[CH:27][CH:28]=2)[CH2:23][CH2:22]1)[CH3:9]. The catalyst class is: 10.